From a dataset of Peptide-MHC class II binding affinity with 134,281 pairs from IEDB. Regression. Given a peptide amino acid sequence and an MHC pseudo amino acid sequence, predict their binding affinity value. This is MHC class II binding data. The peptide sequence is SGHESDSNSNEGRHHLLVSGAGDGPPL. The MHC is DRB1_1301 with pseudo-sequence DRB1_1301. The binding affinity (normalized) is 0.